Dataset: Reaction yield outcomes from USPTO patents with 853,638 reactions. Task: Predict the reaction yield, written as a fraction of the theoretical maximum amount of product (1.0 means a 100% yield; for example, 0.34 means a 34% yield). (1) The reactants are [Br:1]Br.[Si:3]([O:20][C:21]1[C:29]2[C:24](=[CH:25][N:26]=[CH:27][CH:28]=2)[O:23][CH:22]=1)([C:16]([CH3:19])([CH3:18])[CH3:17])([C:10]1[CH:15]=[CH:14][CH:13]=[CH:12][CH:11]=1)[C:4]1[CH:9]=[CH:8][CH:7]=[CH:6][CH:5]=1. The catalyst is C(Cl)(Cl)Cl. The product is [Br:1][C:22]1[O:23][C:24]2=[CH:25][N:26]=[CH:27][CH:28]=[C:29]2[C:21]=1[O:20][Si:3]([C:16]([CH3:19])([CH3:17])[CH3:18])([C:4]1[CH:9]=[CH:8][CH:7]=[CH:6][CH:5]=1)[C:10]1[CH:15]=[CH:14][CH:13]=[CH:12][CH:11]=1. The yield is 0.900. (2) The product is [CH3:13][O:12][C:11]1[C:2]([CH:27]([C:26]2[CH:29]=[CH:30][C:23]([O:22][CH3:21])=[CH:24][CH:25]=2)[OH:28])=[C:3]2[C:8](=[CH:9][CH:10]=1)[N:7]=[C:6]([S:14][CH3:15])[CH:5]=[CH:4]2. The reactants are Br[C:2]1[C:11]([O:12][CH3:13])=[CH:10][CH:9]=[C:8]2[C:3]=1[CH:4]=[CH:5][C:6]([S:14][CH3:15])=[N:7]2.[Li]C(C)(C)C.[CH3:21][O:22][C:23]1[CH:30]=[CH:29][C:26]([CH:27]=[O:28])=[CH:25][CH:24]=1. The catalyst is C1COCC1.CCCCC. The yield is 0.350. (3) The reactants are [F:1][C:2]1[CH:3]=[N:4][C:5]([N:8]2[C:16]3[CH2:15][C@H:14]([CH3:17])[N:13](C(OC(C)(C)C)=O)[CH2:12][C:11]=3[N:10]=[N:9]2)=[N:6][CH:7]=1.[ClH:25].O1CCOCC1. The catalyst is C(Cl)Cl. The product is [ClH:25].[F:1][C:2]1[CH:3]=[N:4][C:5]([N:8]2[C:16]3[CH2:15][C@H:14]([CH3:17])[NH:13][CH2:12][C:11]=3[N:10]=[N:9]2)=[N:6][CH:7]=1. The yield is 1.00. (4) The reactants are [CH3:1][O:2][C:3]1[CH:4]=[C:5]([OH:9])[CH:6]=[CH:7][CH:8]=1.[N:10]([O-:12])=[O:11].[Na+].[N+]([O-])(O)=O. The catalyst is C(O)(=O)CC.O. The product is [CH3:1][O:2][C:3]1[CH:8]=[CH:7][C:6]([N+:10]([O-:12])=[O:11])=[C:5]([OH:9])[CH:4]=1. The yield is 0.550. (5) The reactants are Br[C:2]1[CH:3]=[C:4]2[C:9](=[CH:10][CH:11]=1)[N:8]=[C:7]([C:12]1[CH:17]=[C:16]([CH3:18])[C:15]([O:19][CH2:20][CH2:21][O:22][Si:23]([C:26]([CH3:29])([CH3:28])[CH3:27])([CH3:25])[CH3:24])=[C:14]([CH3:30])[CH:13]=1)[NH:6][C:5]2=[O:31].[CH:32]([Sn](CCCC)(CCCC)CCCC)=[CH2:33]. The catalyst is CC#N.Cl[Pd](Cl)([P](C1C=CC=CC=1)(C1C=CC=CC=1)C1C=CC=CC=1)[P](C1C=CC=CC=1)(C1C=CC=CC=1)C1C=CC=CC=1. The product is [Si:23]([O:22][CH2:21][CH2:20][O:19][C:15]1[C:14]([CH3:30])=[CH:13][C:12]([C:7]2[NH:6][C:5](=[O:31])[C:4]3[C:9](=[CH:10][CH:11]=[C:2]([CH:32]=[CH2:33])[CH:3]=3)[N:8]=2)=[CH:17][C:16]=1[CH3:18])([C:26]([CH3:29])([CH3:27])[CH3:28])([CH3:25])[CH3:24]. The yield is 0.450.